This data is from Reaction yield outcomes from USPTO patents with 853,638 reactions. The task is: Predict the reaction yield, written as a fraction of the theoretical maximum amount of product (1.0 means a 100% yield; for example, 0.34 means a 34% yield). (1) The reactants are [Cl:1][C:2]1[CH:9]=[CH:8][CH:7]=[C:6]([N+:10]([O-])=O)[C:3]=1[CH:4]=O.[CH3:13][Si:14]([CH3:21])([CH3:20])[C:15]#[C:16][CH2:17][CH2:18][NH2:19]. No catalyst specified. The product is [Cl:1][C:2]1[C:3]2[C:6]([CH:7]=[CH:8][CH:9]=1)=[N:10][N:19]([CH2:18][CH2:17][C:16]#[C:15][Si:14]([CH3:21])([CH3:20])[CH3:13])[CH:4]=2. The yield is 0.430. (2) The reactants are [C:1]1([C:7]2[CH:12]=[CH:11][CH:10]=[CH:9][CH:8]=2)[CH:6]=[CH:5][CH:4]=[CH:3][CH:2]=1.C(O)(=O)C1C=CC=CC=1.C[N:23]([C:25]([O:29]N1N=NC2C=CC=CC1=2)=[N+](C)C)C.F[P-](F)(F)(F)(F)F.CN(C)C[C@@H]1CC[C@H](C2C=CC=CC=2)N1. The catalyst is CN(C=O)C.CCOC(C)=O. The product is [C:1]1([C:7]2[CH:8]=[CH:9][CH:10]=[CH:11][CH:12]=2)[C:6]([C:25]([NH2:23])=[O:29])=[CH:5][CH:4]=[CH:3][CH:2]=1. The yield is 0.450. (3) The reactants are [Cl-].[Al+3].[Cl-].[Cl-].Cl[C:6](=[O:12])[C:7]([O:9][CH2:10][CH3:11])=[O:8].[C:13]1([O:19][CH3:20])[CH:18]=[CH:17][CH:16]=[CH:15][CH:14]=1. The catalyst is ClCCl. The product is [CH3:20][O:19][C:13]1[CH:18]=[CH:17][C:16]([C:6](=[O:12])[C:7]([O:9][CH2:10][CH3:11])=[O:8])=[CH:15][CH:14]=1. The yield is 0.600. (4) The reactants are Br[C:2]1[N:6]([S:7]([C:10]2[CH:11]=[N:12][CH:13]=[CH:14][CH:15]=2)(=[O:9])=[O:8])[CH:5]=[C:4]([CH2:16][N:17]([CH3:25])[C:18](=[O:24])[O:19][C:20]([CH3:23])([CH3:22])[CH3:21])[CH:3]=1.[F:26][C:27]1[CH:32]=[CH:31][CH:30]=[C:29]([O:33][CH3:34])[C:28]=1B(O)O.C(=O)([O-])O.[Na+].COCCOC. The catalyst is C1C=CC([P]([Pd]([P](C2C=CC=CC=2)(C2C=CC=CC=2)C2C=CC=CC=2)([P](C2C=CC=CC=2)(C2C=CC=CC=2)C2C=CC=CC=2)[P](C2C=CC=CC=2)(C2C=CC=CC=2)C2C=CC=CC=2)(C2C=CC=CC=2)C2C=CC=CC=2)=CC=1.O. The product is [F:26][C:27]1[CH:32]=[CH:31][CH:30]=[C:29]([O:33][CH3:34])[C:28]=1[C:2]1[N:6]([S:7]([C:10]2[CH:11]=[N:12][CH:13]=[CH:14][CH:15]=2)(=[O:9])=[O:8])[CH:5]=[C:4]([CH2:16][N:17]([CH3:25])[C:18](=[O:24])[O:19][C:20]([CH3:23])([CH3:22])[CH3:21])[CH:3]=1. The yield is 0.210. (5) The reactants are Br[C:2]1[CH:3]=[CH:4][C:5]2[O:14][CH2:13][CH2:12][C:11]3[S:10][C:9]([C:15]4[N:16]([CH:20]([CH3:22])[CH3:21])[N:17]=[CH:18][N:19]=4)=[N:8][C:7]=3[C:6]=2[CH:23]=1.CC1(C)C(C)(C)OB([C:32]2[CH:33]=[CH:34][C:35]([N:38]3[CH2:43][CH2:42][O:41][CH2:40][CH2:39]3)=[N:36][CH:37]=2)O1. No catalyst specified. The product is [CH:20]([N:16]1[C:15]([C:9]2[S:10][C:11]3[CH2:12][CH2:13][O:14][C:5]4[CH:4]=[CH:3][C:2]([C:32]5[CH:37]=[N:36][C:35]([N:38]6[CH2:39][CH2:40][O:41][CH2:42][CH2:43]6)=[CH:34][CH:33]=5)=[CH:23][C:6]=4[C:7]=3[N:8]=2)=[N:19][CH:18]=[N:17]1)([CH3:22])[CH3:21]. The yield is 0.580. (6) The reactants are [CH3:1][O:2][C:3]([C:5]1[CH:13]=[C:12]2[C:8]([C:9]3[CH:17]=[C:16]([CH3:18])[CH:15]=[N:14][C:10]=3[NH:11]2)=[C:7](I)[CH:6]=1)=[O:4].[CH2:20]([S:22]([C:25]1[CH:26]=[C:27](C2C=C(C(F)(F)F)C(C)=C([N+]([O-])=O)C=2C2C(F)=NC=C(C)C=2)[CH:28]=[CH:29][CH:30]=1)(=[O:24])=[O:23])[CH3:21]. No catalyst specified. The product is [CH3:1][O:2][C:3]([C:5]1[CH:13]=[C:12]2[C:8]([C:9]3[CH:17]=[C:16]([CH3:18])[CH:15]=[N:14][C:10]=3[NH:11]2)=[C:7]([C:27]2[CH:28]=[CH:29][CH:30]=[C:25]([S:22]([CH2:20][CH3:21])(=[O:23])=[O:24])[CH:26]=2)[CH:6]=1)=[O:4]. The yield is 0.650.